From a dataset of CYP3A4 inhibition data for predicting drug metabolism from PubChem BioAssay. Regression/Classification. Given a drug SMILES string, predict its absorption, distribution, metabolism, or excretion properties. Task type varies by dataset: regression for continuous measurements (e.g., permeability, clearance, half-life) or binary classification for categorical outcomes (e.g., BBB penetration, CYP inhibition). Dataset: cyp3a4_veith. (1) The compound is O=C(O)/C=C(/C(=O)O)[C@]12CCN3CC4=CCO[C@@H]5CC(=O)N[C@@H]1[C@H]5[C@H]4C[C@H]32. The result is 0 (non-inhibitor). (2) The compound is CC(C)CO[C@H](c1ccc2c(c1)OCO2)[C@H](C)Br. The result is 1 (inhibitor). (3) The result is 0 (non-inhibitor). The drug is CCCC/C=C/C(NC(=O)c1ccc(-c2ccccc2)cc1)c1ccccc1. (4) The drug is CCCCCOC(=O)c1c(N)n(CCOC)c2nc3ccccc3nc12. The result is 1 (inhibitor). (5) The drug is COc1ccc(C(=O)C(OC(=O)CNC(=O)c2ccco2)c2ccccc2)cc1. The result is 1 (inhibitor).